Dataset: Reaction yield outcomes from USPTO patents with 853,638 reactions. Task: Predict the reaction yield, written as a fraction of the theoretical maximum amount of product (1.0 means a 100% yield; for example, 0.34 means a 34% yield). (1) The yield is 0.810. The catalyst is C1COCC1.CO. The reactants are [C:1]([O:5][C:6]([N:8]1[CH2:12][CH2:11][CH2:10][C@@:9]1([CH2:16][C:17]1[CH:22]=[CH:21][CH:20]=[CH:19][CH:18]=1)[C:13]([OH:15])=[O:14])=[O:7])([CH3:4])([CH3:3])[CH3:2].[Si](C=[N+]=[N-])(C)(C)[CH3:24]. The product is [CH3:24][O:14][C:13]([C@:9]1([CH2:16][C:17]2[CH:18]=[CH:19][CH:20]=[CH:21][CH:22]=2)[CH2:10][CH2:11][CH2:12][N:8]1[C:6]([O:5][C:1]([CH3:4])([CH3:2])[CH3:3])=[O:7])=[O:15]. (2) The reactants are C([O:3][C:4]([C:6]1[CH:7]=[C:8]([CH:19]=[CH:20][CH:21]=1)[O:9][C:10]1[CH:15]=[CH:14][C:13]([N+:16]([O-:18])=[O:17])=[CH:12][CH:11]=1)=[O:5])C.C1COCC1.O.O[Li].O. The catalyst is O. The product is [C:4]([C:6]1[CH:7]=[C:8]([CH:19]=[CH:20][CH:21]=1)[O:9][C:10]1[CH:11]=[CH:12][C:13]([N+:16]([O-:18])=[O:17])=[CH:14][CH:15]=1)([OH:5])=[O:3]. The yield is 0.950. (3) The reactants are [N:1]1([C:7]([NH:9][C@H:10]([C:15]([OH:17])=O)[CH2:11][CH:12]([CH3:14])[CH3:13])=[O:8])[CH2:6][CH2:5][O:4][CH2:3][CH2:2]1.C(Cl)CCl.C1C=CC2N(O)N=NC=2C=1.C(OC(=O)[NH:38][CH:39]([C:48]([C:50]1[O:54][C:53]([C:55]2[CH:60]=[CH:59][CH:58]=[CH:57][CH:56]=2)=[N:52][C:51]=1[C:61]1[CH:66]=[CH:65][CH:64]=[CH:63][CH:62]=1)=[O:49])[CH2:40][CH2:41][C:42]1[CH:47]=[CH:46][CH:45]=[CH:44][CH:43]=1)(C)(C)C.C(O)(C(F)(F)F)=O.CN1CCOCC1.N[C@H](C(O)=O)CC(C)C. The catalyst is CN(C=O)C.C(Cl)Cl. The product is [C:55]1([C:53]2[O:54][C:50]([C:48]([C@@H:39]([NH:38][C:15]([C@@H:10]([NH:9][C:7]([N:1]3[CH2:2][CH2:3][O:4][CH2:5][CH2:6]3)=[O:8])[CH2:11][CH:12]([CH3:13])[CH3:14])=[O:17])[CH2:40][CH2:41][C:42]3[CH:43]=[CH:44][CH:45]=[CH:46][CH:47]=3)=[O:49])=[C:51]([C:61]3[CH:66]=[CH:65][CH:64]=[CH:63][CH:62]=3)[N:52]=2)[CH:56]=[CH:57][CH:58]=[CH:59][CH:60]=1. The yield is 0.840.